The task is: Regression. Given two drug SMILES strings and cell line genomic features, predict the synergy score measuring deviation from expected non-interaction effect.. This data is from NCI-60 drug combinations with 297,098 pairs across 59 cell lines. (1) Drug 1: CCC1=CC2CC(C3=C(CN(C2)C1)C4=CC=CC=C4N3)(C5=C(C=C6C(=C5)C78CCN9C7C(C=CC9)(C(C(C8N6C)(C(=O)OC)O)OC(=O)C)CC)OC)C(=O)OC.C(C(C(=O)O)O)(C(=O)O)O. Drug 2: C1=NNC2=C1C(=O)NC=N2. Cell line: HS 578T. Synergy scores: CSS=57.7, Synergy_ZIP=0.779, Synergy_Bliss=2.10, Synergy_Loewe=-69.5, Synergy_HSA=0.0994. (2) Drug 1: CC1CCC2CC(C(=CC=CC=CC(CC(C(=O)C(C(C(=CC(C(=O)CC(OC(=O)C3CCCCN3C(=O)C(=O)C1(O2)O)C(C)CC4CCC(C(C4)OC)OCCO)C)C)O)OC)C)C)C)OC. Drug 2: CC(C)(C#N)C1=CC(=CC(=C1)CN2C=NC=N2)C(C)(C)C#N. Cell line: HT29. Synergy scores: CSS=7.25, Synergy_ZIP=0.345, Synergy_Bliss=1.39, Synergy_Loewe=-1.22, Synergy_HSA=-1.85. (3) Drug 1: CC1C(C(=O)NC(C(=O)N2CCCC2C(=O)N(CC(=O)N(C(C(=O)O1)C(C)C)C)C)C(C)C)NC(=O)C3=C4C(=C(C=C3)C)OC5=C(C(=O)C(=C(C5=N4)C(=O)NC6C(OC(=O)C(N(C(=O)CN(C(=O)C7CCCN7C(=O)C(NC6=O)C(C)C)C)C)C(C)C)C)N)C. Drug 2: CN1C2=C(C=C(C=C2)N(CCCl)CCCl)N=C1CCCC(=O)O.Cl. Cell line: CCRF-CEM. Synergy scores: CSS=13.4, Synergy_ZIP=9.08, Synergy_Bliss=9.98, Synergy_Loewe=-6.02, Synergy_HSA=-5.07. (4) Drug 1: C1=CN(C=N1)CC(O)(P(=O)(O)O)P(=O)(O)O. Drug 2: CC1C(C(CC(O1)OC2CC(OC(C2O)C)OC3=CC4=CC5=C(C(=O)C(C(C5)C(C(=O)C(C(C)O)O)OC)OC6CC(C(C(O6)C)O)OC7CC(C(C(O7)C)O)OC8CC(C(C(O8)C)O)(C)O)C(=C4C(=C3C)O)O)O)O. Cell line: SN12C. Synergy scores: CSS=60.4, Synergy_ZIP=-1.80, Synergy_Bliss=-5.21, Synergy_Loewe=-24.7, Synergy_HSA=-2.48. (5) Drug 1: C1=CC(=CC=C1CCCC(=O)O)N(CCCl)CCCl. Drug 2: CCC1=C2CN3C(=CC4=C(C3=O)COC(=O)C4(CC)O)C2=NC5=C1C=C(C=C5)O. Cell line: SK-MEL-28. Synergy scores: CSS=10.4, Synergy_ZIP=-9.15, Synergy_Bliss=-4.72, Synergy_Loewe=-6.31, Synergy_HSA=-4.60. (6) Drug 1: CC1=C2C(C(=O)C3(C(CC4C(C3C(C(C2(C)C)(CC1OC(=O)C(C(C5=CC=CC=C5)NC(=O)OC(C)(C)C)O)O)OC(=O)C6=CC=CC=C6)(CO4)OC(=O)C)O)C)O. Drug 2: COCCOC1=C(C=C2C(=C1)C(=NC=N2)NC3=CC=CC(=C3)C#C)OCCOC.Cl. Cell line: NCI/ADR-RES. Synergy scores: CSS=6.86, Synergy_ZIP=1.41, Synergy_Bliss=-3.29, Synergy_Loewe=3.41, Synergy_HSA=0.418. (7) Drug 1: C(CCl)NC(=O)N(CCCl)N=O. Drug 2: COCCOC1=C(C=C2C(=C1)C(=NC=N2)NC3=CC=CC(=C3)C#C)OCCOC.Cl. Cell line: ACHN. Synergy scores: CSS=24.2, Synergy_ZIP=-1.72, Synergy_Bliss=-2.20, Synergy_Loewe=-5.76, Synergy_HSA=0.367. (8) Drug 1: CC1OCC2C(O1)C(C(C(O2)OC3C4COC(=O)C4C(C5=CC6=C(C=C35)OCO6)C7=CC(=C(C(=C7)OC)O)OC)O)O. Drug 2: C(=O)(N)NO. Cell line: EKVX. Synergy scores: CSS=18.0, Synergy_ZIP=-6.96, Synergy_Bliss=0.463, Synergy_Loewe=-28.8, Synergy_HSA=-1.93.